Dataset: Reaction yield outcomes from USPTO patents with 853,638 reactions. Task: Predict the reaction yield, written as a fraction of the theoretical maximum amount of product (1.0 means a 100% yield; for example, 0.34 means a 34% yield). (1) The reactants are O[CH2:2][C:3]#[C:4][CH2:5][N:6]1[C:14](=[O:15])[C:13]2[C:8](=[CH:9][CH:10]=[CH:11][CH:12]=2)[C:7]1=[O:16].[N+:17]([C:20]1[CH:24]=[CH:23][NH:22][N:21]=1)([O-:19])=[O:18].C1(P(C2C=CC=CC=2)C2C=CC=CC=2)C=CC=CC=1.N(C(OC(C)C)=O)=NC(OC(C)C)=O. The catalyst is O1CCCC1. The product is [N+:17]([C:20]1[CH:24]=[CH:23][N:22]([CH2:2][C:3]#[C:4][CH2:5][N:6]2[C:14](=[O:15])[C:13]3[C:8](=[CH:9][CH:10]=[CH:11][CH:12]=3)[C:7]2=[O:16])[N:21]=1)([O-:19])=[O:18]. The yield is 0.860. (2) The reactants are [Cl:1][C:2]1[CH:7]=[CH:6][C:5]([S:8]([NH:11][CH:12]2[CH2:17][CH2:16][O:15][CH2:14][CH2:13]2)(=[O:10])=[O:9])=[CH:4][CH:3]=1.[CH3:18][S:19][C:20]1[CH:25]=[CH:24][C:23]([CH2:26]O)=[CH:22][CH:21]=1. No catalyst specified. The product is [Cl:1][C:2]1[CH:3]=[CH:4][C:5]([S:8]([N:11]([CH2:26][C:23]2[CH:24]=[CH:25][C:20]([S:19][CH3:18])=[CH:21][CH:22]=2)[CH:12]2[CH2:17][CH2:16][O:15][CH2:14][CH2:13]2)(=[O:10])=[O:9])=[CH:6][CH:7]=1. The yield is 0.300. (3) The product is [O:27]1[CH:32]=[CH:31][CH:29]=[C:28]1[N:26]([CH3:20])[C:6]([NH:7][C:8]1[S:9][C:10]2[CH:16]=[CH:15][CH:14]=[C:13]([O:17][CH3:18])[C:11]=2[N:12]=1)=[O:19]. The reactants are C(O[C:6](=[O:19])[NH:7][C:8]1[S:9][C:10]2[CH:16]=[CH:15][CH:14]=[C:13]([O:17][CH3:18])[C:11]=2[N:12]=1)(C)(C)C.[CH2:20]([NH2:26])C1OC=CC=1.[O:27]1[CH2:32][CH2:31]O[CH2:29][CH2:28]1. No catalyst specified. The yield is 0.920. (4) The reactants are Cl[CH2:2][C:3]1[N:4]=[C:5]2[S:12][C:11]([CH3:13])=[C:10]([C:14]([O:16][CH3:17])=[O:15])[N:6]2[C:7](=[O:9])[CH:8]=1.[F:18][C:19]1[C:24]([C:25]([F:28])([F:27])[F:26])=[CH:23][CH:22]=[CH:21][C:20]=1B(O)O.C(=O)([O-])[O-].[K+].[K+]. The catalyst is O1CCOCC1.O.C1(P([C-]2C=CC=C2)C2C=CC=CC=2)C=CC=CC=1.[C-]1(P(C2C=CC=CC=2)C2C=CC=CC=2)C=CC=C1.[Fe+2].[Pd](Cl)Cl. The product is [F:18][C:19]1[C:24]([C:25]([F:26])([F:27])[F:28])=[CH:23][CH:22]=[CH:21][C:20]=1[CH2:2][C:3]1[N:4]=[C:5]2[S:12][C:11]([CH3:13])=[C:10]([C:14]([O:16][CH3:17])=[O:15])[N:6]2[C:7](=[O:9])[CH:8]=1. The yield is 0.620. (5) The reactants are [NH2:1][C:2]1[N:7]=[CH:6][C:5]([OH:8])=[CH:4][N:3]=1.CC(C)([O-])C.[K+].[Cl:15][C:16]1[CH:21]=[C:20](Cl)[CH:19]=[CH:18][N:17]=1. The catalyst is CC(N(C)C)=O.CCOC(C)=O. The product is [Cl:15][C:16]1[CH:21]=[C:20]([O:8][C:5]2[CH:4]=[N:3][C:2]([NH2:1])=[N:7][CH:6]=2)[CH:19]=[CH:18][N:17]=1. The yield is 0.320.